This data is from Peptide-MHC class II binding affinity with 134,281 pairs from IEDB. The task is: Regression. Given a peptide amino acid sequence and an MHC pseudo amino acid sequence, predict their binding affinity value. This is MHC class II binding data. (1) The peptide sequence is QDPNYVCKHTYVDRG. The MHC is DRB5_0101 with pseudo-sequence DRB5_0101. The binding affinity (normalized) is 0.116. (2) The peptide sequence is AASIIGILHLILWIL. The MHC is DRB5_0101 with pseudo-sequence DRB5_0101. The binding affinity (normalized) is 0.296. (3) The peptide sequence is INVGFKAAVAAAASV. The MHC is HLA-DPA10301-DPB10402 with pseudo-sequence HLA-DPA10301-DPB10402. The binding affinity (normalized) is 0.141. (4) The peptide sequence is QVPSASMGRDIKVQF. The MHC is DRB1_0101 with pseudo-sequence DRB1_0101. The binding affinity (normalized) is 0.335. (5) The peptide sequence is AASVLLTLVALAGAA. The MHC is HLA-DQA10102-DQB10602 with pseudo-sequence HLA-DQA10102-DQB10602. The binding affinity (normalized) is 0.614. (6) The peptide sequence is KQENWNTDIKTLKFD. The MHC is DRB5_0101 with pseudo-sequence DRB5_0101. The binding affinity (normalized) is 0.539. (7) The peptide sequence is SGRKAQGKTLGVNMV. The MHC is H-2-IAd with pseudo-sequence H-2-IAd. The binding affinity (normalized) is 0.238.